Dataset: Merck oncology drug combination screen with 23,052 pairs across 39 cell lines. Task: Regression. Given two drug SMILES strings and cell line genomic features, predict the synergy score measuring deviation from expected non-interaction effect. (1) Drug 1: COC1CC2CCC(C)C(O)(O2)C(=O)C(=O)N2CCCCC2C(=O)OC(C(C)CC2CCC(OP(C)(C)=O)C(OC)C2)CC(=O)C(C)C=C(C)C(O)C(OC)C(=O)C(C)CC(C)C=CC=CC=C1C. Drug 2: CCc1cnn2c(NCc3ccc[n+]([O-])c3)cc(N3CCCCC3CCO)nc12. Cell line: NCIH460. Synergy scores: synergy=8.92. (2) Drug 1: CCC1(O)CC2CN(CCc3c([nH]c4ccccc34)C(C(=O)OC)(c3cc4c(cc3OC)N(C)C3C(O)(C(=O)OC)C(OC(C)=O)C5(CC)C=CCN6CCC43C65)C2)C1. Drug 2: CS(=O)(=O)CCNCc1ccc(-c2ccc3ncnc(Nc4ccc(OCc5cccc(F)c5)c(Cl)c4)c3c2)o1. Cell line: SW837. Synergy scores: synergy=33.4. (3) Drug 2: C#Cc1cccc(Nc2ncnc3cc(OCCOC)c(OCCOC)cc23)c1. Cell line: CAOV3. Drug 1: N#Cc1ccc(Cn2cncc2CN2CCN(c3cccc(Cl)c3)C(=O)C2)cc1. Synergy scores: synergy=42.2. (4) Synergy scores: synergy=-3.25. Drug 1: CS(=O)(=O)CCNCc1ccc(-c2ccc3ncnc(Nc4ccc(OCc5cccc(F)c5)c(Cl)c4)c3c2)o1. Cell line: MSTO. Drug 2: O=C(NOCC(O)CO)c1ccc(F)c(F)c1Nc1ccc(I)cc1F. (5) Drug 1: O=C(O)C1(Cc2cccc(Nc3nccs3)n2)CCC(Oc2cccc(Cl)c2F)CC1. Drug 2: Cn1cc(-c2cnn3c(N)c(Br)c(C4CCCNC4)nc23)cn1. Cell line: PA1. Synergy scores: synergy=6.28. (6) Drug 1: CN1C(=O)C=CC2(C)C3CCC4(C)C(NC(=O)OCC(F)(F)F)CCC4C3CCC12. Drug 2: NC(=O)c1cccc2cn(-c3ccc(C4CCCNC4)cc3)nc12. Cell line: SW837. Synergy scores: synergy=-1.47.